This data is from Full USPTO retrosynthesis dataset with 1.9M reactions from patents (1976-2016). The task is: Predict the reactants needed to synthesize the given product. (1) Given the product [ClH:39].[CH3:26][O:27][C:28]1[CH:29]=[C:30]([S:36]([NH:1][C:2]2[C:11]3[C:6](=[CH:7][CH:8]=[CH:9][CH:10]=3)[C:5]([N:12]3[CH2:17][CH2:16][NH:15][CH:14]([CH3:25])[CH2:13]3)=[CH:4][CH:3]=2)(=[O:37])=[O:38])[CH:31]=[CH:32][C:33]=1[O:34][CH3:35], predict the reactants needed to synthesize it. The reactants are: [NH2:1][C:2]1[C:11]2[C:6](=[CH:7][CH:8]=[CH:9][CH:10]=2)[C:5]([N:12]2[CH2:17][CH2:16][N:15](C(OC(C)(C)C)=O)[CH:14]([CH3:25])[CH2:13]2)=[CH:4][CH:3]=1.[CH3:26][O:27][C:28]1[CH:29]=[C:30]([S:36]([Cl:39])(=[O:38])=[O:37])[CH:31]=[CH:32][C:33]=1[O:34][CH3:35]. (2) Given the product [CH2:21]([S:22][C:2]1[CH:10]=[C:9]2[C:5]([CH2:6][CH2:7][C:8]2=[O:11])=[CH:4][C:3]=1[N+:12]([O-:14])=[O:13])[C:15]1[CH:20]=[CH:19][CH:18]=[CH:17][CH:16]=1, predict the reactants needed to synthesize it. The reactants are: Br[C:2]1[CH:10]=[C:9]2[C:5]([CH2:6][CH2:7][C:8]2=[O:11])=[CH:4][C:3]=1[N+:12]([O-:14])=[O:13].[C:15]1([CH2:21][SH:22])[CH:20]=[CH:19][CH:18]=[CH:17][CH:16]=1.C([O-])([O-])=O.[K+].[K+]. (3) Given the product [Cl:1][C:2]1[CH:3]=[C:4]([CH:10]([CH3:14])[C:11]([NH:28][CH2:27][C:26]2[C:21]([C:17]3[CH:16]=[C:15]([CH3:33])[CH:20]=[CH:19][CH:18]=3)=[N:22][C:23]([C:29]([F:32])([F:30])[F:31])=[CH:24][CH:25]=2)=[O:13])[CH:5]=[CH:6][C:7]=1[C:8]#[N:9], predict the reactants needed to synthesize it. The reactants are: [Cl:1][C:2]1[CH:3]=[C:4]([CH:10]([CH3:14])[C:11]([OH:13])=O)[CH:5]=[CH:6][C:7]=1[C:8]#[N:9].[C:15]1([CH3:33])[CH:20]=[CH:19][CH:18]=[C:17]([C:21]2[C:26]([CH2:27][NH2:28])=[CH:25][CH:24]=[C:23]([C:29]([F:32])([F:31])[F:30])[N:22]=2)[CH:16]=1.CN(C)CCCN=C=NCC.ON1C2C=CC=CC=2N=N1.C(N(CC)CC)C. (4) Given the product [Cl:14][C:15]1[CH:20]=[CH:19][C:18]([C:21]2([C:25]([N:27]3[CH2:32][CH2:31][CH2:30][CH:29]([CH2:33][O:1][C:2]4[CH:3]=[N:4][CH:5]=[CH:6][CH:7]=4)[CH2:28]3)=[O:26])[CH2:24][CH2:23][CH2:22]2)=[CH:17][CH:16]=1, predict the reactants needed to synthesize it. The reactants are: [OH:1][C:2]1[CH:3]=[N:4][CH:5]=[CH:6][CH:7]=1.C(=O)([O-])[O-].[Cs+].[Cs+].[Cl:14][C:15]1[CH:20]=[CH:19][C:18]([C:21]2([C:25]([N:27]3[CH2:32][CH2:31][CH2:30][CH:29]([CH2:33]OS(C)(=O)=O)[CH2:28]3)=[O:26])[CH2:24][CH2:23][CH2:22]2)=[CH:17][CH:16]=1.O1C2C=CC(OCC3CCCN(C(C4(C5C=CC(Cl)=CC=5)CCC4)=O)C3)=CC=2OC1.